Dataset: Forward reaction prediction with 1.9M reactions from USPTO patents (1976-2016). Task: Predict the product of the given reaction. (1) Given the reactants [Cl:1][C:2]1[CH:3]=[C:4]([C:24](O)=[O:25])[C:5]([C:17]2[CH:22]=[CH:21][CH:20]=[C:19]([F:23])[CH:18]=2)=[C:6](/[N:10]=[N:11]/[N:12]([CH2:15][CH3:16])[CH2:13][CH3:14])[C:7]=1[C:8]#[CH:9].C(N(CC)C(C)C)(C)C.F[P-](F)(F)(F)(F)F.[N:43]1([O:52][C:53](N(C)C)=[N+](C)C)[C:47]2C=CC=CC=2N=N1.Cl.CNOC.Cl, predict the reaction product. The product is: [Cl:1][C:2]1[CH:3]=[C:4]([C:24]([N:43]([O:52][CH3:53])[CH3:47])=[O:25])[C:5]([C:17]2[CH:22]=[CH:21][CH:20]=[C:19]([F:23])[CH:18]=2)=[C:6](/[N:10]=[N:11]/[N:12]([CH2:15][CH3:16])[CH2:13][CH3:14])[C:7]=1[C:8]#[CH:9]. (2) Given the reactants C[O:2][C:3]([C:5]1[N:10]=[C:9]2[N:11]([C@@H:16]3[C:24]4[C:19](=[CH:20][C:21]([Br:25])=[CH:22][CH:23]=4)[CH2:18][CH2:17]3)[C:12]([CH2:14][CH3:15])=[N:13][C:8]2=[C:7]([CH3:26])[CH:6]=1)=O.[H-].[H-].[H-].[H-].[Li+].[Al+3], predict the reaction product. The product is: [Br:25][C:21]1[CH:20]=[C:19]2[C:24](=[CH:23][CH:22]=1)[C@@H:16]([N:11]1[C:9]3=[N:10][C:5]([CH2:3][OH:2])=[CH:6][C:7]([CH3:26])=[C:8]3[N:13]=[C:12]1[CH2:14][CH3:15])[CH2:17][CH2:18]2. (3) Given the reactants [CH2:1]([O:3][C:4]([C:6]1[N:7]=[C:8](N)[S:9][CH:10]=1)=[O:5])[CH3:2].N([O-])=O.[Na+].[ClH:16], predict the reaction product. The product is: [CH2:1]([O:3][C:4]([C:6]1[N:7]=[C:8]([Cl:16])[S:9][CH:10]=1)=[O:5])[CH3:2]. (4) Given the reactants [C@H:1]1([NH:10][C:11]2[CH:20]=[CH:19][C:18]3[C:13](=[CH:14][CH:15]=[C:16](Br)[CH:17]=3)[N:12]=2)[C:9]2[C:4](=[CH:5][CH:6]=[CH:7][CH:8]=2)[CH2:3][CH2:2]1.O.[CH3:23][N:24](C=O)C, predict the reaction product. The product is: [C@H:1]1([NH:10][C:11]2[CH:20]=[CH:19][C:18]3[C:13](=[CH:14][CH:15]=[C:16]([C:23]#[N:24])[CH:17]=3)[N:12]=2)[C:9]2[C:4](=[CH:5][CH:6]=[CH:7][CH:8]=2)[CH2:3][CH2:2]1. (5) Given the reactants CC1(C)C2C=CC=C(P(C3C=CC=CC=3)C3C=CC=CC=3)C=2OC2C1=CC=CC=2P(C1C=CC=CC=1)C1C=CC=CC=1.C([O-])([O-])=O.[Cs+].[Cs+].C[C:50]1[CH:55]=[CH:54][C:53]([S:56]([O-:58])=[O:57])=[CH:52][CH:51]=1.[Na+].Br[C:61]1[CH:66]=[CH:65][C:64]([NH:67][C:68]([NH:70][CH2:71][C:72]2[CH:73]=[N:74][CH:75]=[CH:76][CH:77]=2)=[O:69])=[CH:63][CH:62]=1.[I-], predict the reaction product. The product is: [C:53]1([S:56]([C:61]2[CH:66]=[CH:65][C:64]([NH:67][C:68]([NH:70][CH2:71][C:72]3[CH:73]=[N:74][CH:75]=[CH:76][CH:77]=3)=[O:69])=[CH:63][CH:62]=2)(=[O:58])=[O:57])[CH:54]=[CH:55][CH:50]=[CH:51][CH:52]=1. (6) Given the reactants [CH3:1][C@@:2]1([C:12]2[CH:17]=[CH:16][CH:15]=[C:14]([C:18]3[CH:19]=[N:20][CH:21]=[N:22][CH:23]=3)[CH:13]=2)[CH2:7][CH2:6][S:5][C:4]([NH:8]C(=O)C)=[N:3]1.[ClH:24], predict the reaction product. The product is: [ClH:24].[ClH:24].[CH3:1][C@@:2]1([C:12]2[CH:17]=[CH:16][CH:15]=[C:14]([C:18]3[CH:19]=[N:20][CH:21]=[N:22][CH:23]=3)[CH:13]=2)[CH2:7][CH2:6][S:5][C:4]([NH2:8])=[N:3]1. (7) Given the reactants [CH3:1][S:2](Cl)(=[O:4])=[O:3].[O:6]1[CH2:11][CH2:10][CH2:9][CH2:8][CH:7]1[O:12][C:13]1[CH:14]=[C:15]([C:19]23[CH2:26][CH2:25][C:22]([CH2:27][CH2:28][CH2:29][CH2:30][OH:31])([CH2:23][CH2:24]2)[CH2:21][O:20]3)[CH:16]=[CH:17][CH:18]=1, predict the reaction product. The product is: [CH3:1][S:2]([O:31][CH2:30][CH2:29][CH2:28][CH2:27][C:22]12[CH2:23][CH2:24][C:19]([C:15]3[CH:16]=[CH:17][CH:18]=[C:13]([O:12][CH:7]4[CH2:8][CH2:9][CH2:10][CH2:11][O:6]4)[CH:14]=3)([CH2:26][CH2:25]1)[O:20][CH2:21]2)(=[O:4])=[O:3]. (8) Given the reactants [Cl:1][C:2]1[CH:3]=[CH:4][C:5]2[C:10]([CH:11]=1)=[CH:9][N:8]([CH2:12][C:13]1[CH:14]=[C:15]([CH:19]=[CH:20][N:21]=1)[C:16]([OH:18])=O)[C:7](=[O:22])[CH:6]=2.Cl.[NH2:24][CH2:25][C:26]1[C:27]([CH3:33])=[CH:28][C:29]([NH2:32])=[N:30][CH:31]=1.CN(C(ON1N=NC2C=CC=NC1=2)=[N+](C)C)C.F[P-](F)(F)(F)(F)F.CCN(CC)CC, predict the reaction product. The product is: [NH2:32][C:29]1[N:30]=[CH:31][C:26]([CH2:25][NH:24][C:16](=[O:18])[C:15]2[CH:19]=[CH:20][N:21]=[C:13]([CH2:12][N:8]3[C:7](=[O:22])[CH:6]=[C:5]4[C:10]([CH:11]=[C:2]([Cl:1])[CH:3]=[CH:4]4)=[CH:9]3)[CH:14]=2)=[C:27]([CH3:33])[CH:28]=1. (9) Given the reactants [CH3:1][Si:2]([CH3:48])([CH3:47])[CH2:3][CH2:4][O:5][CH2:6][N:7]([CH2:39][O:40][CH2:41][CH2:42][Si:43]([CH3:46])([CH3:45])[CH3:44])[C:8]1[N:13]2[N:14]=[CH:15][C:16]([C:17]3[CH:18]=[N:19][C:20]4[C:25]([CH:26]=3)=[CH:24][CH:23]=[CH:22][CH:21]=4)=[C:12]2[N:11]=[C:10]([CH:27]2[CH2:32][CH2:31][CH:30]([CH2:33][C:34](OCC)=O)[CH2:29]C2)[CH:9]=1.C[Si](C)(C)CCOC[N:55](COCC[Si](C)(C)C)C1N2N=CC(I)=C2N=C(C2CCC(CC#N)C2)C=1.C[Si](C)(C)CCOCN(COCC[Si](C)(C)C)C1N2N=CC(I)=C2N=C(C2CCC(CC(OCC)=O)CC2)C=1, predict the reaction product. The product is: [CH3:46][Si:43]([CH3:44])([CH3:45])[CH2:42][CH2:41][O:40][CH2:39][N:7]([CH2:6][O:5][CH2:4][CH2:3][Si:2]([CH3:48])([CH3:1])[CH3:47])[C:8]1[N:13]2[N:14]=[CH:15][C:16]([C:17]3[CH:18]=[N:19][C:20]4[C:25]([CH:26]=3)=[CH:24][CH:23]=[CH:22][CH:21]=4)=[C:12]2[N:11]=[C:10]([CH:27]2[CH2:32][CH2:31][CH:30]([CH2:33][C:34]#[N:55])[CH2:29]2)[CH:9]=1.